Regression. Given two drug SMILES strings and cell line genomic features, predict the synergy score measuring deviation from expected non-interaction effect. From a dataset of NCI-60 drug combinations with 297,098 pairs across 59 cell lines. Cell line: DU-145. Drug 2: COCCOC1=C(C=C2C(=C1)C(=NC=N2)NC3=CC=CC(=C3)C#C)OCCOC.Cl. Synergy scores: CSS=16.8, Synergy_ZIP=-0.0784, Synergy_Bliss=2.15, Synergy_Loewe=9.13, Synergy_HSA=5.80. Drug 1: CC(C)NC(=O)C1=CC=C(C=C1)CNNC.Cl.